Task: Predict the product of the given reaction.. Dataset: Forward reaction prediction with 1.9M reactions from USPTO patents (1976-2016) (1) Given the reactants [CH2:1]([NH:3][C:4]([C:6]1[CH:11]=[CH:10][C:9]([C:12]2[CH:13]=[C:14]3[CH:20]=[CH:19][NH:18][C:15]3=[N:16][CH:17]=2)=[CH:8][N:7]=1)=[O:5])[CH3:2].[F:21][C:22]1[C:27]([CH:28]=[O:29])=[C:26]([F:30])[CH:25]=[CH:24][C:23]=1[NH:31][S:32]([CH2:35][CH2:36][CH3:37])(=[O:34])=[O:33].[OH-].[K+].Cl, predict the reaction product. The product is: [CH2:1]([NH:3][C:4]([C:6]1[CH:11]=[CH:10][C:9]([C:12]2[CH:13]=[C:14]3[C:20]([CH:28]([C:27]4[C:26]([F:30])=[CH:25][CH:24]=[C:23]([NH:31][S:32]([CH2:35][CH2:36][CH3:37])(=[O:34])=[O:33])[C:22]=4[F:21])[OH:29])=[CH:19][NH:18][C:15]3=[N:16][CH:17]=2)=[CH:8][N:7]=1)=[O:5])[CH3:2]. (2) Given the reactants [Cl:1][C:2]1[CH:7]=[CH:6][C:5]([NH:8][C:9]([C:11]2[CH:16]=[CH:15][C:14]([N:17]=[CH:18][N:19]3[CH2:24][CH2:23][CH:22]([C:25]([O:27]CC)=[O:26])[CH2:21][CH2:20]3)=[CH:13][CH:12]=2)=[O:10])=[C:4]([C:30](=[O:40])[NH:31][C:32]2[CH:37]=[CH:36][C:35]([C:38]#[CH:39])=[CH:34][CH:33]=2)[CH:3]=1, predict the reaction product. The product is: [Cl:1][C:2]1[CH:7]=[CH:6][C:5]([NH:8][C:9]([C:11]2[CH:16]=[CH:15][C:14]([N:17]=[CH:18][N:19]3[CH2:24][CH2:23][CH:22]([C:25]([OH:27])=[O:26])[CH2:21][CH2:20]3)=[CH:13][CH:12]=2)=[O:10])=[C:4]([C:30](=[O:40])[NH:31][C:32]2[CH:37]=[CH:36][C:35]([C:38]#[CH:39])=[CH:34][CH:33]=2)[CH:3]=1.